This data is from Reaction yield outcomes from USPTO patents with 853,638 reactions. The task is: Predict the reaction yield, written as a fraction of the theoretical maximum amount of product (1.0 means a 100% yield; for example, 0.34 means a 34% yield). The reactants are Cl.C[C:3]1[CH:8]=[C:7](C)[CH:6]=[CH:5][C:4]=1[NH:10][NH2:11].[F:12][C:13]([F:20])([CH3:19])[C:14](=O)[CH2:15][C:16]#[N:17].CC(C)(C)[C:23](=[O:27])CC#N. No catalyst specified. The product is [F:12][C:13]([C:14]1[CH:15]=[C:16]([NH2:17])[N:10]([C:4]2[CH:3]=[CH:8][C:7]([O:27][CH3:23])=[CH:6][CH:5]=2)[N:11]=1)([F:20])[CH3:19]. The yield is 0.110.